Dataset: Forward reaction prediction with 1.9M reactions from USPTO patents (1976-2016). Task: Predict the product of the given reaction. Given the reactants [C:1]([O:5][C:6](=[O:22])[NH:7][C:8]1[CH:13]=[CH:12][C:11]([C:14]2[CH:19]=[CH:18][CH:17]=[CH:16][C:15]=2[F:20])=[CH:10][C:9]=1[NH2:21])([CH3:4])([CH3:3])[CH3:2].C([O:27][C:28](=O)[CH2:29][C:30]([C:32]1[S:33][C:34]([C:37]#[N:38])=[CH:35][CH:36]=1)=[O:31])(C)(C)C, predict the reaction product. The product is: [C:1]([O:5][C:6](=[O:22])[NH:7][C:8]1[CH:13]=[CH:12][C:11]([C:14]2[CH:19]=[CH:18][CH:17]=[CH:16][C:15]=2[F:20])=[CH:10][C:9]=1[NH:21][C:28](=[O:27])[CH2:29][C:30]([C:32]1[S:33][C:34]([C:37]#[N:38])=[CH:35][CH:36]=1)=[O:31])([CH3:4])([CH3:2])[CH3:3].